This data is from Catalyst prediction with 721,799 reactions and 888 catalyst types from USPTO. The task is: Predict which catalyst facilitates the given reaction. (1) Reactant: [Cl:1][C:2]1[CH:7]=[CH:6][C:5]([C:8]2([CH3:40])[C:12]([C:14]3[CH:19]=[CH:18][C:17]([Cl:20])=[CH:16][CH:15]=3)([CH3:13])[NH:11][C:10]([C:21]3[CH:26]=[C:25]([S:27]([N:30]4[CH2:34][CH2:33][CH2:32][CH2:31]4)(=[O:29])=[O:28])[C:24]([O:35][CH3:36])=[CH:23][C:22]=3[O:37][CH2:38][CH3:39])=[N:9]2)=[CH:4][CH:3]=1.[C:41](Cl)([Cl:43])=[O:42]. Product: [Cl:1][C:2]1[CH:7]=[CH:6][C:5]([C:8]2([CH3:40])[C:12]([C:14]3[CH:19]=[CH:18][C:17]([Cl:20])=[CH:16][CH:15]=3)([CH3:13])[N:11]([C:41]([Cl:43])=[O:42])[C:10]([C:21]3[CH:26]=[C:25]([S:27]([N:30]4[CH2:31][CH2:32][CH2:33][CH2:34]4)(=[O:28])=[O:29])[C:24]([O:35][CH3:36])=[CH:23][C:22]=3[O:37][CH2:38][CH3:39])=[N:9]2)=[CH:4][CH:3]=1. The catalyst class is: 66. (2) Reactant: [NH2:1][C:2]1[C:12]([F:13])=[CH:11][C:10]([C:14]2[CH:15]=[C:16]3[C:22]([C:23]4[CH:28]=[CH:27][CH:26]=[CH:25][C:24]=4[O:29][CH3:30])=[CH:21][N:20]([S:31]([C:34]4[CH:39]=[CH:38][C:37]([CH3:40])=[CH:36][CH:35]=4)(=[O:33])=[O:32])[C:17]3=[N:18][CH:19]=2)=[CH:9][C:3]=1[C:4]([N:6]([CH3:8])[CH3:7])=[O:5].C(=O)(O)[O-].[Na+].Cl[C:47]([O:49][CH:50]([CH3:52])[CH3:51])=[O:48]. Product: [CH:50]([O:49][C:47](=[O:48])[NH:1][C:2]1[C:12]([F:13])=[CH:11][C:10]([C:14]2[CH:15]=[C:16]3[C:22]([C:23]4[CH:28]=[CH:27][CH:26]=[CH:25][C:24]=4[O:29][CH3:30])=[CH:21][N:20]([S:31]([C:34]4[CH:35]=[CH:36][C:37]([CH3:40])=[CH:38][CH:39]=4)(=[O:32])=[O:33])[C:17]3=[N:18][CH:19]=2)=[CH:9][C:3]=1[C:4](=[O:5])[N:6]([CH3:8])[CH3:7])([CH3:52])[CH3:51]. The catalyst class is: 426. (3) Reactant: [CH3:1][O:2][C:3]1[CH:4]=[C:5]([CH2:13][CH2:14][C:15](Cl)=[O:16])[CH:6]=[CH:7][C:8]=1[O:9][CH2:10][C:11]#[CH:12].[CH3:18][O:19][C:20]1[CH:27]=[CH:26][C:23]([CH2:24][NH2:25])=[CH:22][CH:21]=1.C(N(CC)CC)C.O1CCCC1. Product: [CH3:18][O:19][C:20]1[CH:27]=[CH:26][C:23]([CH2:24][NH:25][C:15](=[O:16])[CH2:14][CH2:13][C:5]2[CH:6]=[CH:7][C:8]([O:9][CH2:10][C:11]#[CH:12])=[C:3]([O:2][CH3:1])[CH:4]=2)=[CH:22][CH:21]=1. The catalyst class is: 6. (4) Reactant: [F:1][C:2]1[CH:3]=[CH:4][C:5]([C:10]2[CH:11]=[N:12][C:13]3[N:14]([CH:16]=[C:17]([CH2:19][O:20][C:21]4[CH:26]=[CH:25][C:24]([F:27])=[CH:23][CH:22]=4)[N:18]=3)[CH:15]=2)=[C:6]([CH2:8][OH:9])[CH:7]=1.[C:28](N1C=CN=C1)([N:30]1C=CN=C1)=[O:29].O.N.C(OCC)(=O)C. Product: [C:28](=[O:29])([O:9][CH2:8][C:6]1[CH:7]=[C:2]([F:1])[CH:3]=[CH:4][C:5]=1[C:10]1[CH:11]=[N:12][C:13]2[N:14]([CH:16]=[C:17]([CH2:19][O:20][C:21]3[CH:26]=[CH:25][C:24]([F:27])=[CH:23][CH:22]=3)[N:18]=2)[CH:15]=1)[NH2:30]. The catalyst class is: 9.